Dataset: HIV replication inhibition screening data with 41,000+ compounds from the AIDS Antiviral Screen. Task: Binary Classification. Given a drug SMILES string, predict its activity (active/inactive) in a high-throughput screening assay against a specified biological target. (1) The compound is CSc1nc(O)c(C#N)c(-c2ccccc2)n1. The result is 0 (inactive). (2) The compound is O=C1NC(Cc2ccc(O)cc2)C(=O)N2CCCC12. The result is 0 (inactive). (3) The compound is Cc1ccccc1C(C#N)C(=NNC(N)=S)C(=O)Nc1c(C)cccc1C. The result is 0 (inactive). (4) The result is 1 (active). The compound is O=C(Nc1ccccc1S)c1ccccc1. (5) The compound is O=C1CCCSCCCC(=O)CCCSCCC1. The result is 0 (inactive). (6) The compound is COc1cc2ccc3c4cc(OC)c(OC(C)C)cc4cnc3c2cc1OC. The result is 0 (inactive). (7) The molecule is COC(OC)c1cccc2c1C(=O)CCC1(O)c3ccccc3C1C2. The result is 0 (inactive).